Dataset: Forward reaction prediction with 1.9M reactions from USPTO patents (1976-2016). Task: Predict the product of the given reaction. (1) Given the reactants [C:1]([N:4]1[CH2:9][CH2:8][CH:7]([N:10]([CH:22]2[CH2:27][CH2:26][CH2:25][CH2:24][CH2:23]2)[C:11]([NH:13][C:14]2[S:15][C:16]([S:19]C#N)=[CH:17][N:18]=2)=[O:12])[CH2:6][CH2:5]1)(=[O:3])[CH3:2].SC[C@@H]([C@@H](CS)O)O.Cl[CH2:37][CH2:38][N:39]1[CH2:44][CH2:43][O:42][CH2:41][CH2:40]1, predict the reaction product. The product is: [C:1]([N:4]1[CH2:9][CH2:8][CH:7]([N:10]([CH:22]2[CH2:23][CH2:24][CH2:25][CH2:26][CH2:27]2)[C:11]([NH:13][C:14]2[S:15][C:16]([S:19][CH2:37][CH2:38][N:39]3[CH2:44][CH2:43][O:42][CH2:41][CH2:40]3)=[CH:17][N:18]=2)=[O:12])[CH2:6][CH2:5]1)(=[O:3])[CH3:2]. (2) The product is: [F:21][C:4]1[CH:5]=[C:6]([N:9]2[CH2:13][C@H:12]([CH2:14][N:15]3[CH:19]=[CH:18][N:17]=[N:16]3)[O:11][C:10]2=[O:20])[CH:7]=[CH:8][C:3]=1[B:27]1[O:31][C:30]([CH3:33])([CH3:32])[C:29]([CH3:35])([CH3:34])[O:28]1. Given the reactants C.Br[C:3]1[CH:8]=[CH:7][C:6]([N:9]2[CH2:13][C@H:12]([CH2:14][N:15]3[CH:19]=[CH:18][N:17]=[N:16]3)[O:11][C:10]2=[O:20])=[CH:5][C:4]=1[F:21].C([O-])(=O)C.[K+].[B:27]1([B:27]2[O:31][C:30]([CH3:33])([CH3:32])[C:29]([CH3:35])([CH3:34])[O:28]2)[O:31][C:30]([CH3:33])([CH3:32])[C:29]([CH3:35])([CH3:34])[O:28]1, predict the reaction product. (3) Given the reactants [F:1][C:2]([F:8])([F:7])[C:3]([F:6])([F:5])I.C[Li].[Br-].[Li+].[Br:13][C:14]1[CH:19]=[CH:18][C:17]([CH:20]=[CH:21][C:22](N(OC)C)=[O:23])=[CH:16][CH:15]=1, predict the reaction product. The product is: [Br:13][C:14]1[CH:15]=[CH:16][C:17]([CH:20]=[CH:21][C:22](=[O:23])[C:3]([F:6])([F:5])[C:2]([F:8])([F:7])[F:1])=[CH:18][CH:19]=1. (4) Given the reactants [CH3:1][C:2]1[CH:19]=[CH:18][CH:17]=[C:16]([CH3:20])[C:3]=1[CH2:4][O:5][C:6]1[C:7]([O:14][CH3:15])=[C:8]([CH:11]=[CH:12][CH:13]=1)[CH:9]=[O:10].[H-].[H-].[H-].[H-].[Li+].[Al+3], predict the reaction product. The product is: [CH3:1][C:2]1[CH:19]=[CH:18][CH:17]=[C:16]([CH3:20])[C:3]=1[CH2:4][O:5][C:6]1[C:7]([O:14][CH3:15])=[C:8]([CH2:9][OH:10])[CH:11]=[CH:12][CH:13]=1. (5) Given the reactants [Br:1][C:2]1[C:3](=[O:14])[NH:4][CH:5]=[C:6]([C:8]2[CH:13]=[CH:12][CH:11]=[CH:10][CH:9]=2)[N:7]=1.[CH2:15](Br)[C:16]1[CH:21]=[CH:20][CH:19]=[CH:18][CH:17]=1, predict the reaction product. The product is: [CH2:15]([O:14][C:3]1[C:2]([Br:1])=[N:7][C:6]([C:8]2[CH:13]=[CH:12][CH:11]=[CH:10][CH:9]=2)=[CH:5][N:4]=1)[C:16]1[CH:21]=[CH:20][CH:19]=[CH:18][CH:17]=1. (6) Given the reactants [ClH:1].[CH:2]1([NH:5][S:6]([C:9]2[CH:10]=[C:11]([C:15]3[CH:20]=[CH:19][CH:18]=[C:17]([CH2:21][C@H:22]([NH:37][C:38]([C@H:40]4[CH2:45][CH2:44][C@H:43]([CH2:46][NH:47]C(=O)OC(C)(C)C)[CH2:42][CH2:41]4)=[O:39])[C:23](=[O:36])[NH:24][C:25]4[CH:30]=[CH:29][C:28]([C:31]5[NH:35][N:34]=[N:33][N:32]=5)=[CH:27][CH:26]=4)[CH:16]=3)[CH:12]=[CH:13][CH:14]=2)(=[O:8])=[O:7])[CH2:4][CH2:3]1.C(#N)C, predict the reaction product. The product is: [ClH:1].[NH2:47][CH2:46][C@H:43]1[CH2:44][CH2:45][C@H:40]([C:38]([NH:37][C@@H:22]([CH2:21][C:17]2[CH:16]=[C:15]([C:11]3[CH:12]=[CH:13][CH:14]=[C:9]([S:6](=[O:7])(=[O:8])[NH:5][CH:2]4[CH2:4][CH2:3]4)[CH:10]=3)[CH:20]=[CH:19][CH:18]=2)[C:23](=[O:36])[NH:24][C:25]2[CH:26]=[CH:27][C:28]([C:31]3[NH:32][N:33]=[N:34][N:35]=3)=[CH:29][CH:30]=2)=[O:39])[CH2:41][CH2:42]1. (7) Given the reactants [F:1][C:2]([F:14])([F:13])[O:3][C:4]1[CH:12]=[CH:11][C:7]([C:8]([OH:10])=O)=[CH:6][CH:5]=1.CN(C(ON1N=NC2C=CC=NC1=2)=[N+](C)C)C.F[P-](F)(F)(F)(F)F.CCN(C(C)C)C(C)C.O[NH:49][C:50]([C:52]1[C:53]2[CH:54]=[CH:55][N:56]=[CH:57][C:58]=2[CH:59]=[CH:60][CH:61]=1)=[NH:51], predict the reaction product. The product is: [F:13][C:2]([F:1])([F:14])[O:3][C:4]1[CH:5]=[CH:6][C:7]([C:8]2[O:10][N:51]=[C:50]([C:52]3[CH:61]=[CH:60][CH:59]=[C:58]4[C:53]=3[CH:54]=[CH:55][N:56]=[CH:57]4)[N:49]=2)=[CH:11][CH:12]=1.